This data is from Full USPTO retrosynthesis dataset with 1.9M reactions from patents (1976-2016). The task is: Predict the reactants needed to synthesize the given product. (1) Given the product [CH:2]([C:3]1[CH:11]=[CH:10][C:8]([O:9][CH2:22][C:21]([O:20][CH2:18][CH3:19])=[O:24])=[C:5]([O:6][CH3:7])[CH:4]=1)=[O:1], predict the reactants needed to synthesize it. The reactants are: [O:1]=[CH:2][C:3]1[CH:11]=[CH:10][C:8]([OH:9])=[C:5]([O:6][CH3:7])[CH:4]=1.C([O-])([O-])=O.[K+].[K+].[CH2:18]([O:20][C:21](=[O:24])[CH2:22]Br)[CH3:19].C(O)C. (2) Given the product [C:2]([C:6]1[CH:10]=[C:9]([CH2:11][NH:12][C:33]([NH:32][C:23]2[CH:24]=[CH:25][C:26]([C:27]3([OH:31])[CH2:30][O:29][CH2:28]3)=[C:21]([F:20])[CH:22]=2)=[O:34])[N:8]([C:13]2[CH:18]=[CH:17][CH:16]=[C:15]([Cl:19])[CH:14]=2)[N:7]=1)([CH3:5])([CH3:3])[CH3:4], predict the reactants needed to synthesize it. The reactants are: Cl.[C:2]([C:6]1[CH:10]=[C:9]([CH2:11][NH2:12])[N:8]([C:13]2[CH:18]=[CH:17][CH:16]=[C:15]([Cl:19])[CH:14]=2)[N:7]=1)([CH3:5])([CH3:4])[CH3:3].[F:20][C:21]1[CH:22]=[C:23]([NH:32][C:33](=O)[O:34]C2C=CC=CC=2)[CH:24]=[CH:25][C:26]=1[C:27]1([OH:31])[CH2:30][O:29][CH2:28]1. (3) Given the product [CH3:11][S:8]([C:4]1[CH:3]=[C:2]([CH:7]=[CH:6][CH:5]=1)[O:25][C:22]1[CH:21]=[CH:20][C:19]([N:18]2[C:17]3[CH:26]=[CH:27][CH:28]=[C:29]([C:30]([F:31])([F:32])[F:33])[C:16]=3[N:15]=[C:14]2[C:13]([F:35])([F:34])[F:12])=[CH:24][CH:23]=1)(=[O:10])=[O:9], predict the reactants needed to synthesize it. The reactants are: Br[C:2]1[CH:7]=[CH:6][CH:5]=[C:4]([S:8]([CH3:11])(=[O:10])=[O:9])[CH:3]=1.[F:12][C:13]([F:35])([F:34])[C:14]1[N:18]([C:19]2[CH:24]=[CH:23][C:22]([OH:25])=[CH:21][CH:20]=2)[C:17]2[CH:26]=[CH:27][CH:28]=[C:29]([C:30]([F:33])([F:32])[F:31])[C:16]=2[N:15]=1. (4) Given the product [CH2:1]([O:3][C:4]([C:6]1[CH:10]=[C:9]([CH2:11][CH3:12])[S:8][C:7]=1[Br:13])=[O:5])[CH3:2], predict the reactants needed to synthesize it. The reactants are: [CH2:1]([O:3][C:4]([C:6]1[CH:10]=[C:9]([CH2:11][CH3:12])[S:8][CH:7]=1)=[O:5])[CH3:2].[Br:13]N1C(=O)CCC1=O.